From a dataset of NCI-60 drug combinations with 297,098 pairs across 59 cell lines. Regression. Given two drug SMILES strings and cell line genomic features, predict the synergy score measuring deviation from expected non-interaction effect. (1) Drug 1: C1CC(C1)(C(=O)O)C(=O)O.[NH2-].[NH2-].[Pt+2]. Drug 2: CN(C(=O)NC(C=O)C(C(C(CO)O)O)O)N=O. Cell line: RPMI-8226. Synergy scores: CSS=17.8, Synergy_ZIP=-1.46, Synergy_Bliss=-1.57, Synergy_Loewe=-13.8, Synergy_HSA=-0.810. (2) Drug 1: CC(CN1CC(=O)NC(=O)C1)N2CC(=O)NC(=O)C2. Drug 2: CCC(=C(C1=CC=CC=C1)C2=CC=C(C=C2)OCCN(C)C)C3=CC=CC=C3.C(C(=O)O)C(CC(=O)O)(C(=O)O)O. Cell line: HOP-62. Synergy scores: CSS=8.57, Synergy_ZIP=5.02, Synergy_Bliss=7.23, Synergy_Loewe=1.06, Synergy_HSA=1.90.